This data is from Forward reaction prediction with 1.9M reactions from USPTO patents (1976-2016). The task is: Predict the product of the given reaction. The product is: [CH:1]1([C:7]2([C:11]([OH:13])=[O:12])[CH2:10][CH2:9][CH2:8]2)[CH2:2][CH2:3][CH2:4][CH2:5][CH2:6]1. Given the reactants [C:1]1([C:7]2([C:11]([OH:13])=[O:12])[CH2:10][CH2:9][CH2:8]2)[CH:6]=[CH:5][CH:4]=[CH:3][CH:2]=1, predict the reaction product.